Dataset: Reaction yield outcomes from USPTO patents with 853,638 reactions. Task: Predict the reaction yield, written as a fraction of the theoretical maximum amount of product (1.0 means a 100% yield; for example, 0.34 means a 34% yield). The reactants are [CH3:1][O:2][C:3]1[CH:4]=[C:5]2[C:10](=[CH:11][C:12]=1[O:13][CH3:14])[N:9]=[CH:8][CH:7]=[C:6]2[O:15][C:16]1[CH:22]=[CH:21][C:19]([NH2:20])=[C:18]([CH3:23])[C:17]=1[CH3:24].C1(C)C=CC=CC=1.C(N(CC)CC)C.Cl[C:40](Cl)([O:42]C(=O)OC(Cl)(Cl)Cl)Cl.[F:51][C:52]([F:63])([F:62])[C:53]1[CH:54]=[C:55]([CH:59]=[CH:60][CH:61]=1)[CH:56]([OH:58])[CH3:57]. The catalyst is C(Cl)Cl. The product is [CH3:1][O:2][C:3]1[CH:4]=[C:5]2[C:10](=[CH:11][C:12]=1[O:13][CH3:14])[N:9]=[CH:8][CH:7]=[C:6]2[O:15][C:16]1[CH:22]=[CH:21][C:19]([NH:20][C:40](=[O:42])[O:58][CH:56]([C:55]2[CH:59]=[CH:60][CH:61]=[C:53]([C:52]([F:62])([F:63])[F:51])[CH:54]=2)[CH3:57])=[C:18]([CH3:23])[C:17]=1[CH3:24]. The yield is 0.680.